Predict which catalyst facilitates the given reaction. From a dataset of Catalyst prediction with 721,799 reactions and 888 catalyst types from USPTO. (1) Reactant: [C:1]([O:5][C:6]([N:8]1[C:16]2[C:11](=[CH:12][C:13]([O:17][CH3:18])=[CH:14][CH:15]=2)[CH:10]=[C:9]1B(O)O)=[O:7])([CH3:4])([CH3:3])[CH3:2].Br[C:23]1[CH:24]=[CH:25][C:26]([Cl:39])=[C:27]([S:29]([NH:32][CH:33]2[CH2:38][CH2:37][CH2:36][CH2:35][CH2:34]2)(=[O:31])=[O:30])[CH:28]=1.[F-].[Cs+]. Product: [C:1]([O:5][C:6]([N:8]1[C:16]2[C:11](=[CH:12][C:13]([O:17][CH3:18])=[CH:14][CH:15]=2)[CH:10]=[C:9]1[C:23]1[CH:24]=[CH:25][C:26]([Cl:39])=[C:27]([S:29](=[O:30])(=[O:31])[NH:32][CH:33]2[CH2:38][CH2:37][CH2:36][CH2:35][CH2:34]2)[CH:28]=1)=[O:7])([CH3:4])([CH3:3])[CH3:2]. The catalyst class is: 117. (2) Reactant: [NH:1]([C:3](=[O:17])[CH2:4][C@@H:5]1[CH2:9][CH2:8][N:7]([C:10]([O:12][C:13]([CH3:16])([CH3:15])[CH3:14])=[O:11])[CH2:6]1)[NH2:2].[Br:18][C:19]1[CH:24]=[CH:23][C:22]([N:25]=[C:26]=[O:27])=[C:21]([F:28])[CH:20]=1. Product: [Br:18][C:19]1[CH:24]=[CH:23][C:22]([NH:25][C:26]([NH:2][NH:1][C:3](=[O:17])[CH2:4][C@@H:5]2[CH2:9][CH2:8][N:7]([C:10]([O:12][C:13]([CH3:14])([CH3:16])[CH3:15])=[O:11])[CH2:6]2)=[O:27])=[C:21]([F:28])[CH:20]=1. The catalyst class is: 4. (3) Reactant: C1(P([N:15]=[N+:16]=[N-:17])(C2C=CC=CC=2)=O)C=CC=CC=1.[Cl:18][C:19]1[CH:24]=[C:23]([C@H:25](O)[CH3:26])[CH:22]=[CH:21][N:20]=1.C1CCN2C(=NCCC2)CC1.O. Product: [N:15]([C@H:25]([C:23]1[CH:22]=[CH:21][N:20]=[C:19]([Cl:18])[CH:24]=1)[CH3:26])=[N+:16]=[N-:17]. The catalyst class is: 691. (4) Reactant: [CH3:1][O:2][C:3]1[CH:4]=[C:5]([NH:15][C:16]([NH2:18])=[S:17])[CH:6]=[CH:7][C:8]=1[N:9]1[CH:13]=[C:12]([CH3:14])[N:11]=[CH:10]1.Cl[CH:20]([CH2:24][C:25]1[CH:30]=[CH:29][CH:28]=[C:27]([Cl:31])[CH:26]=1)[C:21](=O)[CH3:22]. Product: [Cl:31][C:27]1[CH:26]=[C:25]([CH:30]=[CH:29][CH:28]=1)[CH2:24][C:20]1[S:17][C:16]([NH:15][C:5]2[CH:6]=[CH:7][C:8]([N:9]3[CH:13]=[C:12]([CH3:14])[N:11]=[CH:10]3)=[C:3]([O:2][CH3:1])[CH:4]=2)=[N:18][C:21]=1[CH3:22]. The catalyst class is: 8. (5) Reactant: O[Li:2].O.C[O:5][C:6](=[O:46])[CH2:7][C:8]1[CH:45]=[CH:44][CH:43]=[CH:42][C:9]=1[CH2:10][CH2:11][C:12]1[C:17]([C:18]([F:21])([F:20])[F:19])=[CH:16][N:15]=[C:14]([NH:22][C:23]2[CH:28]=[CH:27][C:26]([CH:29]3[CH2:34][CH2:33][CH2:32][N:31]([C:35]([O:37][C:38]([CH3:41])([CH3:40])[CH3:39])=[O:36])[CH2:30]3)=[CH:25][CH:24]=2)[N:13]=1. The catalyst class is: 278. Product: [C:38]([O:37][C:35]([N:31]1[CH2:32][CH2:33][CH2:34][CH:29]([C:26]2[CH:25]=[CH:24][C:23]([NH:22][C:14]3[N:13]=[C:12]([CH2:11][CH2:10][C:9]4[CH:42]=[CH:43][CH:44]=[CH:45][C:8]=4[CH2:7][C:6]([O-:46])=[O:5])[C:17]([C:18]([F:20])([F:19])[F:21])=[CH:16][N:15]=3)=[CH:28][CH:27]=2)[CH2:30]1)=[O:36])([CH3:41])([CH3:39])[CH3:40].[Li+:2]. (6) Reactant: [Si:1]([O:8][C:9]1[CH:14]=[CH:13][CH:12]=[CH:11][C:10]=1[CH2:15]O)([C:4]([CH3:7])([CH3:6])[CH3:5])([CH3:3])[CH3:2].C(Br)(Br)(Br)[Br:18].C1(P(C2C=CC=CC=2)C2C=CC=CC=2)C=CC=CC=1. Product: [Br:18][CH2:15][C:10]1[CH:11]=[CH:12][CH:13]=[CH:14][C:9]=1[O:8][Si:1]([C:4]([CH3:7])([CH3:6])[CH3:5])([CH3:3])[CH3:2]. The catalyst class is: 10. (7) Reactant: [C:1]12([C:11](=[O:20])[CH2:12][S:13][C:14]3[S:15][C:16]([NH2:19])=[N:17][N:18]=3)[CH2:10][CH:5]3[CH2:6][CH:7]([CH2:9][CH:3]([CH2:4]3)[CH2:2]1)[CH2:8]2.[CH:21]1([C:24](Cl)=[O:25])[CH2:23][CH2:22]1. Product: [C:1]12([C:11](=[O:20])[CH2:12][S:13][C:14]3[S:15][C:16]([NH:19][C:24]([CH:21]4[CH2:23][CH2:22]4)=[O:25])=[N:17][N:18]=3)[CH2:10][CH:5]3[CH2:4][CH:3]([CH2:9][CH:7]([CH2:6]3)[CH2:8]1)[CH2:2]2. The catalyst class is: 2.